From a dataset of Forward reaction prediction with 1.9M reactions from USPTO patents (1976-2016). Predict the product of the given reaction. (1) Given the reactants [CH3:1][C:2]1[C:11]2[C:6](=[CH:7][C:8]([CH3:12])=[CH:9][CH:10]=2)[C:5]([N:13]2[CH:17]=[N:16][N:15]=[C:14]2[SH:18])=[CH:4][CH:3]=1.Br[CH2:20][C:21]([O:23][CH2:24][CH3:25])=[O:22].C(=O)([O-])[O-].[K+].[K+].CN(C=O)C, predict the reaction product. The product is: [CH3:1][C:2]1[C:11]2[C:6](=[CH:7][C:8]([CH3:12])=[CH:9][CH:10]=2)[C:5]([N:13]2[CH:17]=[N:16][N:15]=[C:14]2[S:18][CH2:20][C:21]([O:23][CH2:24][CH3:25])=[O:22])=[CH:4][CH:3]=1. (2) Given the reactants [H][H].[CH:3]1([C:6]([N:8]2[CH2:13][CH2:12][C:11]([CH2:15][N:16]3[C:21](=[O:22])[C:20]4[CH:23]=[N:24][N:25]([C:26]5[CH:31]=[CH:30][C:29]([C:32]6[CH2:37][CH2:36][N:35]([C:38]([O:40][C:41]([CH3:44])([CH3:43])[CH3:42])=[O:39])[CH2:34][CH:33]=6)=[CH:28][CH:27]=5)[C:19]=4[N:18]=[CH:17]3)([OH:14])[CH2:10][CH2:9]2)=[O:7])[CH2:5][CH2:4]1, predict the reaction product. The product is: [C:41]([O:40][C:38]([N:35]1[CH2:36][CH2:37][CH:32]([C:29]2[CH:30]=[CH:31][C:26]([N:25]3[C:19]4[N:18]=[CH:17][N:16]([CH2:15][C:11]5([OH:14])[CH2:10][CH2:9][N:8]([C:6]([CH:3]6[CH2:5][CH2:4]6)=[O:7])[CH2:13][CH2:12]5)[C:21](=[O:22])[C:20]=4[CH:23]=[N:24]3)=[CH:27][CH:28]=2)[CH2:33][CH2:34]1)=[O:39])([CH3:44])([CH3:42])[CH3:43].